Dataset: Forward reaction prediction with 1.9M reactions from USPTO patents (1976-2016). Task: Predict the product of the given reaction. (1) The product is: [Cl:18][C:11]1[CH:12]=[N+:13]([O-:17])[CH:14]=[C:15]([Cl:16])[C:10]=1[S:9][C:7]1[S:8][C:4]([C:1](=[O:3])[NH:29][CH:26]2[CH2:27][CH2:28][N:23]([CH3:22])[CH2:24][CH2:25]2)=[CH:5][C:6]=1[N+:19]([O-:21])=[O:20]. Given the reactants [C:1]([C:4]1[S:8][C:7]([S:9][C:10]2[C:15]([Cl:16])=[CH:14][N+:13]([O-:17])=[CH:12][C:11]=2[Cl:18])=[C:6]([N+:19]([O-:21])=[O:20])[CH:5]=1)([OH:3])=O.[CH3:22][N:23]1[CH2:28][CH2:27][CH:26]([NH2:29])[CH2:25][CH2:24]1, predict the reaction product. (2) Given the reactants [NH:1]1[CH2:6][CH2:5][CH2:4][CH:3]([CH2:7][NH:8][C:9]([C:11]2[S:15][C:14]([C:16]3[CH:21]=[CH:20][C:19]([Cl:22])=[CH:18][CH:17]=3)=[N:13][C:12]=2[CH3:23])=[O:10])[CH2:2]1.F[C:25]1[CH:34]=[CH:33][CH:32]=[CH:31][C:26]=1[C:27]([O:29][CH3:30])=[O:28].CS(C)=O.C(=O)([O-])[O-].[K+].[K+], predict the reaction product. The product is: [Cl:22][C:19]1[CH:18]=[CH:17][C:16]([C:14]2[S:15][C:11]([C:9]([NH:8][CH2:7][CH:3]3[CH2:4][CH2:5][CH2:6][N:1]([C:25]4[CH:34]=[CH:33][CH:32]=[CH:31][C:26]=4[C:27]([O:29][CH3:30])=[O:28])[CH2:2]3)=[O:10])=[C:12]([CH3:23])[N:13]=2)=[CH:21][CH:20]=1. (3) The product is: [O:1]1[C:5]2[C:6]([C:10]([NH2:14])=[O:12])=[CH:7][CH:8]=[CH:9][C:4]=2[CH2:3][CH2:2]1. Given the reactants [O:1]1[C:5]2[C:6]([C:10]([OH:12])=O)=[CH:7][CH:8]=[CH:9][C:4]=2[CH2:3][CH2:2]1.O[N:14]1C2C=CC=CC=2N=N1.Cl.CN(C)CCCN=C=NCC.N.CO, predict the reaction product.